This data is from Reaction yield outcomes from USPTO patents with 853,638 reactions. The task is: Predict the reaction yield, written as a fraction of the theoretical maximum amount of product (1.0 means a 100% yield; for example, 0.34 means a 34% yield). The reactants are CO[C:3](=[O:20])[C:4]1[CH:9]=[C:8]([C:10]2[N:11]([CH3:15])[N:12]=[CH:13][CH:14]=2)[C:7]([CH:16]([F:18])[CH3:17])=[CH:6][C:5]=1[NH2:19].CC[N:23]([CH2:26]C)CC.[CH3:28][S:29]([NH:32]N)(=[O:31])=[O:30].[OH-:34].[Na+]. The catalyst is C(Cl)Cl. The product is [F:18][CH:16]([C:7]1[CH:6]=[C:5]2[C:4]([C:3](=[O:20])[N:23]([NH:32][S:29]([CH3:28])(=[O:31])=[O:30])[C:26](=[O:34])[NH:19]2)=[CH:9][C:8]=1[C:10]1[N:11]([CH3:15])[N:12]=[CH:13][CH:14]=1)[CH3:17]. The yield is 0.360.